Dataset: Forward reaction prediction with 1.9M reactions from USPTO patents (1976-2016). Task: Predict the product of the given reaction. (1) Given the reactants [CH2:1]([N:3]([CH2:6][CH3:7])[CH2:4][CH3:5])[CH3:2].Cl[C:9]1[CH:16]=[CH:15]C(C=O)=[CH:11][CH:10]=1.[C:17](O[BH-](OC(=O)C)OC(=O)C)(=O)C.[Na+], predict the reaction product. The product is: [CH2:1]([N:3]1[CH2:6][CH2:7][CH2:17][CH2:5][CH2:4]1)[C:2]1[CH:15]=[CH:16][CH:9]=[CH:10][CH:11]=1. (2) Given the reactants [C:1]([C:4]([CH3:6])=O)([CH3:3])=O.[Br:7][C:8]1[CH:9]=[C:10]([NH2:18])[C:11]([NH2:17])=[CH:12][C:13]=1[O:14][CH2:15][CH3:16].[Cl-].[NH4+], predict the reaction product. The product is: [Br:7][C:8]1[CH:9]=[C:10]2[C:11](=[CH:12][C:13]=1[O:14][CH2:15][CH3:16])[N:17]=[C:4]([CH3:6])[C:1]([CH3:3])=[N:18]2. (3) The product is: [Si:17]([O:11][CH2:10][CH2:9][O:8][C:6]1[CH:5]=[CH:4][N:3]=[C:2]([Cl:1])[N:7]=1)([C:20]([CH3:23])([CH3:22])[CH3:21])([CH3:19])[CH3:18]. Given the reactants [Cl:1][C:2]1[N:7]=[C:6]([O:8][CH2:9][CH2:10][OH:11])[CH:5]=[CH:4][N:3]=1.N1C=CN=C1.[Si:17](Cl)([C:20]([CH3:23])([CH3:22])[CH3:21])([CH3:19])[CH3:18], predict the reaction product. (4) Given the reactants [OH:1][C:2]1[C:3](=[O:17])[NH:4][C:5](=[O:16])[N:6]([CH2:8][CH2:9][C:10]2[CH:15]=[CH:14][CH:13]=[CH:12][CH:11]=2)[N:7]=1.[CH3:18][OH:19], predict the reaction product. The product is: [OH:1][C:2]1[C:3](=[O:17])[NH:4][C:5](=[O:16])[N:6]([CH2:8][CH2:9][C:10]2[CH:15]=[CH:14][CH:13]=[C:12]([O:19][CH3:18])[CH:11]=2)[N:7]=1. (5) Given the reactants [C:1]([C:5]1[N:10]=[CH:9][C:8]([C:11]2[N:12]([C:32]([N:34]3[CH2:39][CH2:38][CH:37]([CH2:40][C:41]([OH:43])=O)[CH2:36][CH2:35]3)=[O:33])[C@@:13]([C:25]3[CH:30]=[CH:29][C:28]([Cl:31])=[CH:27][CH:26]=3)([CH3:24])[C@@:14]([C:17]3[CH:22]=[CH:21][C:20]([Cl:23])=[CH:19][CH:18]=3)([CH3:16])[N:15]=2)=[C:7]([O:44][CH2:45][CH3:46])[CH:6]=1)([CH3:4])([CH3:3])[CH3:2].[F:47][C:48]1[CH:49]=[C:50]([CH:54]=[CH:55][CH:56]=1)[CH2:51][CH2:52][NH2:53], predict the reaction product. The product is: [C:1]([C:5]1[N:10]=[CH:9][C:8]([C:11]2[N:12]([C:32]([N:34]3[CH2:39][CH2:38][CH:37]([CH2:40][C:41]([NH:53][CH2:52][CH2:51][C:50]4[CH:54]=[CH:55][CH:56]=[C:48]([F:47])[CH:49]=4)=[O:43])[CH2:36][CH2:35]3)=[O:33])[C@@:13]([C:25]3[CH:30]=[CH:29][C:28]([Cl:31])=[CH:27][CH:26]=3)([CH3:24])[C@@:14]([C:17]3[CH:18]=[CH:19][C:20]([Cl:23])=[CH:21][CH:22]=3)([CH3:16])[N:15]=2)=[C:7]([O:44][CH2:45][CH3:46])[CH:6]=1)([CH3:3])([CH3:4])[CH3:2]. (6) Given the reactants N[C:2]1[C:30]([CH3:31])=[CH:29][C:5]2[C:6]([CH2:9][CH2:10][C:11]3[N:15]([CH:16]([CH3:18])[CH3:17])[N:14]=[C:13]([C:19]4[CH:24]=[CH:23][C:22]([C:25]([F:28])([F:27])[F:26])=[CH:21][CH:20]=4)[CH:12]=3)=[N:7][O:8][C:4]=2[CH:3]=1.S(=O)(=O)(O)[OH:33].S([O-])([O-])=O.[Na+].[Na+], predict the reaction product. The product is: [CH:16]([N:15]1[C:11]([CH2:10][CH2:9][C:6]2[C:5]3[CH:29]=[C:30]([CH3:31])[C:2]([OH:33])=[CH:3][C:4]=3[O:8][N:7]=2)=[CH:12][C:13]([C:19]2[CH:24]=[CH:23][C:22]([C:25]([F:28])([F:27])[F:26])=[CH:21][CH:20]=2)=[N:14]1)([CH3:18])[CH3:17]. (7) Given the reactants [Cl:1][C:2]1[CH:9]=[CH:8][CH:7]=[CH:6][C:3]=1[CH2:4]Cl.C([O-])([O-])=O.[K+].[K+].[F:16][C:17]1[CH:18]=[C:19]2[C:23](=[CH:24][CH:25]=1)[NH:22][C:21]([CH3:26])=[C:20]2[C:27]1[C:32]2[CH:33]=[CH:34][CH:35]=[CH:36][C:31]=2[S:30](=[O:38])(=[O:37])[NH:29][N:28]=1.Br[CH2:40][C:41]([O:43][C:44]([CH3:47])([CH3:46])[CH3:45])=[O:42], predict the reaction product. The product is: [C:44]([O:43][C:41](=[O:42])[CH2:40][N:22]1[C:23]2[C:19](=[CH:18][C:17]([F:16])=[CH:25][CH:24]=2)[C:20]([C:27]2[C:32]3[CH:33]=[CH:34][CH:35]=[CH:36][C:31]=3[S:30](=[O:37])(=[O:38])[N:29]([CH2:4][C:3]3[CH:6]=[CH:7][CH:8]=[CH:9][C:2]=3[Cl:1])[N:28]=2)=[C:21]1[CH3:26])([CH3:47])([CH3:46])[CH3:45]. (8) Given the reactants [Cl:1][C:2]1[CH:7]=[CH:6][C:5]([CH:8]([O:23][CH2:24][C:25]#[CH:26])[C:9]([NH:11][CH2:12][CH2:13][C:14]2[CH:19]=[CH:18][C:17]([OH:20])=[C:16]([O:21][CH3:22])[CH:15]=2)=[O:10])=[CH:4][CH:3]=1.C(=O)([O-])[O-].[K+].[K+].[CH2:33](Cl)[C:34]#[CH:35].O, predict the reaction product. The product is: [Cl:1][C:2]1[CH:3]=[CH:4][C:5]([CH:8]([O:23][CH2:24][C:25]#[CH:26])[C:9]([NH:11][CH2:12][CH2:13][C:14]2[CH:19]=[CH:18][C:17]([O:20][CH2:35][C:34]#[CH:33])=[C:16]([O:21][CH3:22])[CH:15]=2)=[O:10])=[CH:6][CH:7]=1.